This data is from Full USPTO retrosynthesis dataset with 1.9M reactions from patents (1976-2016). The task is: Predict the reactants needed to synthesize the given product. (1) Given the product [CH2:18]([N:25]([OH:26])[C:13]([C:10]1[CH:9]=[CH:8][C:7]([C:3]2[CH:2]=[C:1]([CH3:16])[CH:6]=[CH:5][CH:4]=2)=[CH:12][N:11]=1)=[O:15])[C:19]1[CH:24]=[CH:23][CH:22]=[CH:21][CH:20]=1, predict the reactants needed to synthesize it. The reactants are: [C:1]1([CH3:16])[CH:6]=[CH:5][CH:4]=[C:3]([C:7]2[CH:8]=[CH:9][C:10]([C:13]([OH:15])=O)=[N:11][CH:12]=2)[CH:2]=1.Cl.[CH2:18]([NH:25][OH:26])[C:19]1[CH:24]=[CH:23][CH:22]=[CH:21][CH:20]=1. (2) Given the product [Br:13][C:14]1[C:15]([O:12][CH2:11][CH2:10][C:5]2[CH:6]=[C:7]([CH3:9])[CH:8]=[C:3]([O:2][CH3:1])[CH:4]=2)=[C:16]([CH:21]=[CH:22][CH:23]=1)[C:17]([O:19][CH3:20])=[O:18], predict the reactants needed to synthesize it. The reactants are: [CH3:1][O:2][C:3]1[CH:4]=[C:5]([CH2:10][CH2:11][OH:12])[CH:6]=[C:7]([CH3:9])[CH:8]=1.[Br:13][C:14]1[C:15](O)=[C:16]([CH:21]=[CH:22][CH:23]=1)[C:17]([O:19][CH3:20])=[O:18].C1C=CC(P(C2C=CC=CC=2)C2C=CC=CC=2)=CC=1.N(C(OCC)=O)=NC(OCC)=O. (3) Given the product [C:1]1([S:7]([C:10]2[CH:11]=[CH:12][C:13]3[S:16][C:19]([C:21]4[CH:26]=[CH:25][C:24]([F:27])=[CH:23][CH:22]=4)=[CH:18][C:14]=3[CH:15]=2)(=[O:9])=[O:8])[CH:6]=[CH:5][CH:4]=[CH:3][CH:2]=1, predict the reactants needed to synthesize it. The reactants are: [C:1]1([S:7]([C:10]2[CH:15]=[CH:14][C:13]([SH:16])=[CH:12][CH:11]=2)(=[O:9])=[O:8])[CH:6]=[CH:5][CH:4]=[CH:3][CH:2]=1.Br[CH2:18][C:19]([C:21]1[CH:26]=[CH:25][C:24]([F:27])=[CH:23][CH:22]=1)=O.[OH-].[K+]. (4) The reactants are: C[O:2][C:3](=O)[C:4]([CH3:16])([CH3:15])[CH2:5][O:6][C:7]1[C:8]([NH2:14])=[N:9][CH:10]=[C:11]([Br:13])[CH:12]=1.[H-].[Na+]. Given the product [Br:13][C:11]1[CH:10]=[N:9][C:8]2[NH:14][C:3](=[O:2])[C:4]([CH3:16])([CH3:15])[CH2:5][O:6][C:7]=2[CH:12]=1, predict the reactants needed to synthesize it. (5) Given the product [OH:1][C:2]1([CH3:25])[CH2:6][CH2:5][N:4]([CH2:7][CH2:8][CH2:9][O:10][C:11]2[CH:16]=[CH:15][C:14]([C:17]3[CH:18]=[CH:19][C:20]([C:23]#[N:24])=[CH:21][CH:22]=3)=[CH:13][CH:12]=2)[CH2:3]1, predict the reactants needed to synthesize it. The reactants are: [O:1]=[C:2]1[CH2:6][CH2:5][N:4]([CH2:7][CH2:8][CH2:9][O:10][C:11]2[CH:16]=[CH:15][C:14]([C:17]3[CH:22]=[CH:21][C:20]([C:23]#[N:24])=[CH:19][CH:18]=3)=[CH:13][CH:12]=2)[CH2:3]1.[CH3:25][Mg]Br. (6) Given the product [Cl:1][C:2]1[CH:10]=[CH:9][C:8]2[N:7]([CH2:11][C:12]([NH:27][CH:22]3[CH2:26][CH2:25][CH2:24][CH2:23]3)=[O:14])[C:6]3[CH2:17][CH2:18][N:19]([CH3:21])[CH2:20][C:5]=3[C:4]=2[CH:3]=1, predict the reactants needed to synthesize it. The reactants are: [Cl:1][C:2]1[CH:10]=[CH:9][C:8]2[N:7]([CH2:11][C:12]([O:14]CC)=O)[C:6]3[CH2:17][CH2:18][N:19]([CH3:21])[CH2:20][C:5]=3[C:4]=2[CH:3]=1.[CH:22]1([NH2:27])[CH2:26][CH2:25][CH2:24][CH2:23]1. (7) The reactants are: Br[CH2:2][C:3]1[S:4][C:5]([C:15]([O:17][CH3:18])=[O:16])=[C:6]([C:8]2[CH:13]=[CH:12][CH:11]=[CH:10][C:9]=2[Cl:14])[N:7]=1.[Na].[F:20][C:21]([C:24]1[NH:28][N:27]=[N:26][N:25]=1)([F:23])[F:22].C(=O)([O-])[O-].[K+].[K+]. Given the product [Cl:14][C:9]1[CH:10]=[CH:11][CH:12]=[CH:13][C:8]=1[C:6]1[N:7]=[C:3]([CH2:2][N:26]2[N:27]=[N:28][C:24]([C:21]([F:23])([F:22])[F:20])=[N:25]2)[S:4][C:5]=1[C:15]([O:17][CH3:18])=[O:16], predict the reactants needed to synthesize it.